From a dataset of Forward reaction prediction with 1.9M reactions from USPTO patents (1976-2016). Predict the product of the given reaction. (1) Given the reactants [CH3:1][Si]([N-][Si](C)(C)C)(C)C.[K+].[CH3:11][O:12][C:13]1[CH:18]=[CH:17][CH:16]=[C:15]([O:19][CH3:20])[C:14]=1[C:21](=O)[C:22]([O:24][CH2:25][CH3:26])=[O:23], predict the reaction product. The product is: [CH3:11][O:12][C:13]1[CH:18]=[CH:17][CH:16]=[C:15]([O:19][CH3:20])[C:14]=1[C:21](=[CH2:1])[C:22]([O:24][CH2:25][CH3:26])=[O:23]. (2) The product is: [S:28]1[CH:27]=[C:22]([CH:7]([N:5]2[CH:6]=[C:2]([NH2:1])[CH:3]=[N:4]2)[CH3:8])[N:30]=[CH:29]1. Given the reactants [NH2:1][C:2]1[CH:3]=[N:4][N:5]([CH:7]([C:22]2[CH:27]=CC=CC=2)[C:8]2(F)CCN(C(OC(C)(C)C)=O)CC2)[CH:6]=1.[S:28]1C=C(C(=O)C)[N:30]=[CH:29]1, predict the reaction product. (3) Given the reactants Br[C:2]1[CH:7]=[CH:6][C:5]([C@H:8]([O:14][Si:15]([C:18]([CH3:21])([CH3:20])[CH3:19])([CH3:17])[CH3:16])[CH2:9][CH2:10][CH2:11][CH2:12][CH3:13])=[CH:4][CH:3]=1.C([Li])(C)(C)C.CN(C)P(N(C)C)N(C)C.[C:37]([CH2:41][CH2:42][CH2:43][CH2:44][CH2:45][CH2:46][C:47]1[C:48](=[O:52])[CH2:49][CH2:50][CH:51]=1)([O:39][CH3:40])=[O:38], predict the reaction product. The product is: [Si:15]([O:14][C@@H:8]([C:5]1[CH:6]=[CH:7][C:2]([CH:51]2[CH2:50][CH2:49][C:48](=[O:52])[CH:47]2[CH2:46][CH2:45][CH2:44][CH2:43][CH2:42][CH2:41][C:37]([O:39][CH3:40])=[O:38])=[CH:3][CH:4]=1)[CH2:9][CH2:10][CH2:11][CH2:12][CH3:13])([C:18]([CH3:21])([CH3:20])[CH3:19])([CH3:17])[CH3:16]. (4) Given the reactants I[C:2]1[C:7]2[S:8][C:9]3[CH:14]=[CH:13][CH:12]=[CH:11][C:10]=3[C:6]=2[CH:5]=[CH:4][CH:3]=1.[CH:15]1[C:23]2[C:22]3[CH:24]=[CH:25][CH:26]=[CH:27][C:21]=3[S:20][C:19]=2[C:18](B(O)O)=[CH:17][CH:16]=1.C(=O)([O-])[O-].[K+].[K+].[O-][Si]([O-])=O.[Mg+2], predict the reaction product. The product is: [C:5]1([C:15]2[C:23]3[C:22]4[CH:24]=[CH:25][CH:26]=[CH:27][C:21]=4[S:20][C:19]=3[CH:18]=[CH:17][CH:16]=2)[C:6]2[C:10]3[CH:11]=[CH:12][CH:13]=[CH:14][C:9]=3[S:8][C:7]=2[CH:2]=[CH:3][CH:4]=1. (5) The product is: [CH3:25][O:24][C:14]1[CH:13]=[C:12]([NH:11][C:4]2[C:5]3[N:6]([CH:8]=[CH:9][N:10]=3)[CH:7]=[C:2]([C:30]3[S:26][C:27]([C:31]([OH:34])([CH3:33])[CH3:32])=[N:28][CH:29]=3)[N:3]=2)[CH:17]=[CH:16][C:15]=1[N:18]1[CH2:23][CH2:22][O:21][CH2:20][CH2:19]1. Given the reactants Br[C:2]1[N:3]=[C:4]([NH:11][C:12]2[CH:17]=[CH:16][C:15]([N:18]3[CH2:23][CH2:22][O:21][CH2:20][CH2:19]3)=[C:14]([O:24][CH3:25])[CH:13]=2)[C:5]2[N:6]([CH:8]=[CH:9][N:10]=2)[CH:7]=1.[S:26]1[CH:30]=[CH:29][N:28]=[C:27]1[C:31]([OH:34])([CH3:33])[CH3:32].C1(P(C2CCCCC2)C2CCCCC2)CCCCC1.[H+].[B-](F)(F)(F)F.C(=O)([O-])[O-].[K+].[K+].C1(C(O)=C([N+]([O-])=O)C=C([N+]([O-])=O)C=1)[N+]([O-])=O, predict the reaction product. (6) Given the reactants [F:1][C:2]([F:25])([F:24])[C:3]1[CH:4]=[C:5]([S:13]([NH:16][C:17]2[CH:23]=[CH:22][CH:21]=[CH:20][C:18]=2[NH2:19])(=[O:15])=[O:14])[CH:6]=[C:7]([C:9]([F:12])([F:11])[F:10])[CH:8]=1.[Br:26][C:27]1[CH:32]=[CH:31][CH:30]=[CH:29][C:28]=1[N:33]=[C:34]=[O:35], predict the reaction product. The product is: [F:10][C:9]([F:11])([F:12])[C:7]1[CH:6]=[C:5]([S:13]([NH:16][C:17]2[CH:23]=[CH:22][CH:21]=[CH:20][C:18]=2[NH:19][C:34]([NH:33][C:28]2[CH:29]=[CH:30][CH:31]=[CH:32][C:27]=2[Br:26])=[O:35])(=[O:14])=[O:15])[CH:4]=[C:3]([C:2]([F:24])([F:1])[F:25])[CH:8]=1. (7) Given the reactants C(OC([N:8]([CH:34]([CH2:40][C:41]1[CH:46]=[CH:45][CH:44]=[CH:43][N:42]=1)[C:35]([O:37][CH2:38][CH3:39])=[O:36])[C:9]1[CH:14]=[CH:13][C:12]([NH:15][C:16]([C:18]2[CH:23]=[CH:22][CH:21]=[CH:20][C:19]=2[C:24]2[CH:29]=[CH:28][C:27]([C:30]([F:33])([F:32])[F:31])=[CH:26][CH:25]=2)=[O:17])=[CH:11][CH:10]=1)=O)(C)(C)C.Cl.C(=O)([O-])O.[Na+], predict the reaction product. The product is: [N:42]1[CH:43]=[CH:44][CH:45]=[CH:46][C:41]=1[CH2:40][CH:34]([NH:8][C:9]1[CH:10]=[CH:11][C:12]([NH:15][C:16]([C:18]2[CH:23]=[CH:22][CH:21]=[CH:20][C:19]=2[C:24]2[CH:25]=[CH:26][C:27]([C:30]([F:31])([F:32])[F:33])=[CH:28][CH:29]=2)=[O:17])=[CH:13][CH:14]=1)[C:35]([O:37][CH2:38][CH3:39])=[O:36]. (8) Given the reactants [OH-].[Li+].C([O:5][C:6]([C:8]1[O:9][C:10]2[CH:16]=[CH:15][C:14]([C:17]([F:20])([F:19])[F:18])=[CH:13][C:11]=2[CH:12]=1)=[O:7])C, predict the reaction product. The product is: [F:19][C:17]([F:18])([F:20])[C:14]1[CH:15]=[CH:16][C:10]2[O:9][C:8]([C:6]([OH:7])=[O:5])=[CH:12][C:11]=2[CH:13]=1. (9) Given the reactants F[C:2]1[CH:3]=[N:4][CH:5]=[CH:6][C:7]=1[C:8]1[O:9][C:10]2[CH:16]=[CH:15][C:14]([C:17]([F:20])([F:19])[F:18])=[CH:13][C:11]=2[N:12]=1.[F:21][C:22]([F:29])([F:28])[C:23]1[CH:24]=[N:25][NH:26][CH:27]=1.C(=O)([O-])[O-].[K+].[K+].CN(C=O)C, predict the reaction product. The product is: [F:21][C:22]([F:29])([F:28])[C:23]1[CH:24]=[N:25][N:26]([C:2]2[CH:3]=[N:4][CH:5]=[CH:6][C:7]=2[C:8]2[O:9][C:10]3[CH:16]=[CH:15][C:14]([C:17]([F:20])([F:19])[F:18])=[CH:13][C:11]=3[N:12]=2)[CH:27]=1.